This data is from Full USPTO retrosynthesis dataset with 1.9M reactions from patents (1976-2016). The task is: Predict the reactants needed to synthesize the given product. (1) Given the product [C:1]([C:5]1[CH:10]=[CH:9][C:8]([S:11]([NH:14][C:15]2[CH:20]=[CH:19][C:18]([Cl:21])=[CH:17][C:16]=2[C:22]([C:24]2[CH:29]=[CH:28][N:27]=[C:26]([S:32][CH3:31])[CH:25]=2)=[O:23])(=[O:13])=[O:12])=[CH:7][CH:6]=1)([CH3:4])([CH3:3])[CH3:2], predict the reactants needed to synthesize it. The reactants are: [C:1]([C:5]1[CH:10]=[CH:9][C:8]([S:11]([NH:14][C:15]2[CH:20]=[CH:19][C:18]([Cl:21])=[CH:17][C:16]=2[C:22]([C:24]2[CH:29]=[CH:28][N:27]=[C:26](Cl)[CH:25]=2)=[O:23])(=[O:13])=[O:12])=[CH:7][CH:6]=1)([CH3:4])([CH3:3])[CH3:2].[CH3:31][S-:32].[Na+]. (2) The reactants are: [CH2:1]([O:8][C:9]1[CH:15]=[C:14]([N:16]2[CH:20]=[C:19]([F:21])[C:18]([F:22])=[CH:17]2)[CH:13]=[CH:12][C:10]=1[NH2:11])[C:2]1[CH:7]=[CH:6][CH:5]=[CH:4][CH:3]=1.Cl.[N:24]([O-])=O.[Na+].[CH3:28][O:29][CH2:30][C:31](=[O:37])[CH2:32][C:33]([O:35][CH3:36])=[O:34].C([O-])(=O)C.[Na+]. Given the product [CH2:1]([O:8][C:9]1[CH:15]=[C:14]([N:16]2[CH:20]=[C:19]([F:21])[C:18]([F:22])=[CH:17]2)[CH:13]=[CH:12][C:10]=1[NH:11][N:24]=[C:32]([C:31](=[O:37])[CH2:30][O:29][CH3:28])[C:33]([O:35][CH3:36])=[O:34])[C:2]1[CH:3]=[CH:4][CH:5]=[CH:6][CH:7]=1, predict the reactants needed to synthesize it. (3) The reactants are: CON(C)[C:4]([C:6]1[CH:7]=[C:8]2[C:13](=[CH:14][CH:15]=1)[N:12]=[CH:11][C:10]([Cl:16])=[N:9]2)=[O:5].CC(C[AlH]CC(C)C)C. Given the product [Cl:16][C:10]1[CH:11]=[N:12][C:13]2[C:8]([N:9]=1)=[CH:7][C:6]([CH:4]=[O:5])=[CH:15][CH:14]=2, predict the reactants needed to synthesize it. (4) Given the product [ClH:12].[NH2:13][C:14]1([C:19]([O:21][CH3:22])=[O:20])[CH2:18][CH2:17][CH2:16][CH2:15][CH2:2]1, predict the reactants needed to synthesize it. The reactants are: F[C:2]1C=C(C(N)C)C=C(F)C=1.[ClH:12].[NH2:13][C:14]1([C:19]([O:21][CH3:22])=[O:20])[CH2:18][CH2:17][CH2:16][CH2:15]1.NC1(C(O)=O)CCCCC1. (5) Given the product [NH2:1][C:4]1[CH:9]=[CH:8][C:7]([N:10]2[CH2:15][CH2:14][O:13][CH2:12][C:11]2=[O:16])=[C:6]([C:17]([F:20])([F:19])[F:18])[CH:5]=1, predict the reactants needed to synthesize it. The reactants are: [N+:1]([C:4]1[CH:9]=[CH:8][C:7]([N:10]2[CH2:15][CH2:14][O:13][CH2:12][C:11]2=[O:16])=[C:6]([C:17]([F:20])([F:19])[F:18])[CH:5]=1)([O-])=O. (6) Given the product [F:19][C:17]1[CH:16]=[CH:15][N:14]=[C:13]([O:12][CH2:11][C:9]2[N:10]=[C:5]3[N:4]=[CH:3][C:2]([C:24]4[CH:25]=[CH:26][C:21]([F:20])=[CH:22][C:23]=4[C:30]([F:31])([F:33])[F:32])=[CH:7][N:6]3[CH:8]=2)[CH:18]=1, predict the reactants needed to synthesize it. The reactants are: Br[C:2]1[CH:3]=[N:4][C:5]2[N:6]([CH:8]=[C:9]([CH2:11][O:12][C:13]3[CH:18]=[C:17]([F:19])[CH:16]=[CH:15][N:14]=3)[N:10]=2)[CH:7]=1.[F:20][C:21]1[CH:26]=[CH:25][C:24](B(O)O)=[C:23]([C:30]([F:33])([F:32])[F:31])[CH:22]=1. (7) Given the product [C:1]1([C:7]2([CH2:20][O:21][CH:22]([C:24]3[CH:25]=[C:26]([C:41]([F:42])([F:44])[F:43])[CH:27]=[C:28]4[C:32]=3[NH:31][N:30]=[CH:29]4)[CH3:23])[CH2:12][CH2:11][NH:10][CH2:9][CH2:8]2)[CH:6]=[CH:5][CH:4]=[CH:3][CH:2]=1, predict the reactants needed to synthesize it. The reactants are: [C:1]1([C:7]2([CH2:20][O:21][CH:22]([C:24]3[C:32]4[C:28](=[CH:29][N:30](COCC[Si](C)(C)C)[N:31]=4)[CH:27]=[C:26]([C:41]([F:44])([F:43])[F:42])[CH:25]=3)[CH3:23])[CH2:12][CH2:11][N:10](C(OC(C)(C)C)=O)[CH2:9][CH2:8]2)[CH:6]=[CH:5][CH:4]=[CH:3][CH:2]=1. (8) Given the product [CH3:14][N:2]([CH3:1])[CH2:3][CH:4]([C:9]1[CH:13]=[CH:12][S:11][CH:10]=1)[C:5]([OH:7])=[O:6], predict the reactants needed to synthesize it. The reactants are: [CH3:1][N:2]([CH3:14])[CH2:3][CH:4]([C:9]1[CH:13]=[CH:12][S:11][CH:10]=1)[C:5]([O:7]C)=[O:6].[Li+].[OH-].O.CC(O)=O.